This data is from Reaction yield outcomes from USPTO patents with 853,638 reactions. The task is: Predict the reaction yield, written as a fraction of the theoretical maximum amount of product (1.0 means a 100% yield; for example, 0.34 means a 34% yield). (1) The reactants are O.[OH-].[Li+].O.C([O:7][C:8]([C:10]1[CH:11]=[N:12][N:13]([C:15]2[NH:24][C:23](=[O:25])[C:22]3[C:17](=[CH:18][C:19]4[O:29][CH2:28][CH2:27][O:26][C:20]=4[CH:21]=3)[N:16]=2)[CH:14]=1)=[O:9])C. The catalyst is C1COCC1. The product is [O:25]=[C:23]1[C:22]2[C:17](=[CH:18][C:19]3[O:29][CH2:28][CH2:27][O:26][C:20]=3[CH:21]=2)[N:16]=[C:15]([N:13]2[CH:14]=[C:10]([C:8]([OH:9])=[O:7])[CH:11]=[N:12]2)[NH:24]1. The yield is 0.750. (2) The reactants are [Cl:1][C:2]1[CH:3]=[C:4]([C:12]2[O:16][N:15]=[C:14]([C:17]3[C:27]4[CH2:26][CH2:25][NH:24][CH2:23][CH2:22][C:21]=4[CH:20]=[CH:19][CH:18]=3)[N:13]=2)[CH:5]=[CH:6][C:7]=1[O:8][CH:9]([CH3:11])[CH3:10].C(=O)([O-])[O-].[K+].[K+].Br[CH2:35][CH2:36][C:37]([O:39][C:40]([CH3:43])([CH3:42])[CH3:41])=[O:38]. The catalyst is C(Cl)Cl. The product is [Cl:1][C:2]1[CH:3]=[C:4]([C:12]2[O:16][N:15]=[C:14]([C:17]3[C:27]4[CH2:26][CH2:25][N:24]([CH2:35][CH2:36][C:37]([O:39][C:40]([CH3:43])([CH3:42])[CH3:41])=[O:38])[CH2:23][CH2:22][C:21]=4[CH:20]=[CH:19][CH:18]=3)[N:13]=2)[CH:5]=[CH:6][C:7]=1[O:8][CH:9]([CH3:10])[CH3:11]. The yield is 0.254. (3) The reactants are [NH2:1][C:2]1[N:6]([C:7]2[CH:12]=[CH:11][C:10]([S:13]([CH3:16])(=[O:15])=[O:14])=[CH:9][CH:8]=2)[N:5]=[CH:4][C:3]=1[C:17]#[N:18].[CH3:19][N+:20]([CH3:24])=[C:21](Cl)[Cl:22].[Cl-]. The catalyst is ClCCCl. The product is [Cl:22][C:21]([N:20]([CH3:24])[CH3:19])=[N:1][C:2]1[N:6]([C:7]2[CH:8]=[CH:9][C:10]([S:13]([CH3:16])(=[O:15])=[O:14])=[CH:11][CH:12]=2)[N:5]=[CH:4][C:3]=1[C:17]#[N:18]. The yield is 0.800. (4) The reactants are [CH:1](=O)[C:2]1[CH:7]=[CH:6][CH:5]=[CH:4][CH:3]=1.Cl.[NH2:10][OH:11]. The catalyst is CO.O. The product is [CH:1](=[N:10][OH:11])[C:2]1[CH:7]=[CH:6][CH:5]=[CH:4][CH:3]=1. The yield is 0.862. (5) The reactants are [O:1]1[CH:5]=[CH:4][CH:3]=[C:2]1[C:6]1[N:7]=[C:8]([NH:17][C:18]([C:20]2[CH:25]=[CH:24][N:23]=[CH:22][CH:21]=2)=[O:19])[S:9][C:10]=1[C:11](=[O:16])N(OC)C.C(OCC)C.[C:31]1([Mg]Br)[CH:36]=[CH:35][CH:34]=[CH:33][CH:32]=1.[Cl-].[NH4+]. The catalyst is C1COCC1. The product is [C:11]([C:10]1[S:9][C:8]([NH:17][C:18]([C:20]2[CH:21]=[CH:22][N:23]=[CH:24][CH:25]=2)=[O:19])=[N:7][C:6]=1[C:2]1[O:1][CH:5]=[CH:4][CH:3]=1)(=[O:16])[C:31]1[CH:36]=[CH:35][CH:34]=[CH:33][CH:32]=1. The yield is 0.590. (6) The reactants are [CH3:1][CH:2]1[O:7][CH:6]([CH3:8])[CH2:5][NH:4][CH2:3]1.F[C:10]1[CH:17]=[CH:16][C:13]([CH:14]=[O:15])=[CH:12][CH:11]=1. No catalyst specified. The product is [CH3:8][CH:6]1[O:7][CH:2]([CH3:1])[CH2:3][N:4]([C:10]2[CH:17]=[CH:16][C:13]([CH:14]=[O:15])=[CH:12][CH:11]=2)[CH2:5]1. The yield is 0.660. (7) The yield is 0.920. The reactants are [ClH:1].C(OC([NH:9][C@H:10]([C:26]([NH:28][C:29]1[CH:34]=[CH:33][CH:32]=[C:31]([F:35])[C:30]=1[CH2:36][CH2:37][C@H:38]1[O:43][CH2:42][C@@H:41]([CH2:44][O:45][C:46](=[O:53])[NH:47][CH2:48][C:49]([F:52])([F:51])[F:50])[N:40](C(OC(C)(C)C)=O)[CH2:39]1)=[O:27])[CH:11]([C:19]1[CH:24]=[CH:23][C:22]([F:25])=[CH:21][CH:20]=1)[C:12]1[CH:17]=[CH:16][C:15]([F:18])=[CH:14][CH:13]=1)=O)(C)(C)C. The product is [ClH:1].[ClH:1].[F:25][C:22]1[CH:21]=[CH:20][C:19]([CH:11]([C:12]2[CH:13]=[CH:14][C:15]([F:18])=[CH:16][CH:17]=2)[C@@H:10]([C:26]([NH:28][C:29]2[CH:34]=[CH:33][CH:32]=[C:31]([F:35])[C:30]=2[CH2:36][CH2:37][C@H:38]2[O:43][CH2:42][C@@H:41]([CH2:44][O:45][C:46](=[O:53])[NH:47][CH2:48][C:49]([F:52])([F:51])[F:50])[NH:40][CH2:39]2)=[O:27])[NH2:9])=[CH:24][CH:23]=1. The catalyst is O1CCOCC1. (8) The reactants are Br[C:2]1[C:3]([O:18][C:19]2[CH:24]=[CH:23][CH:22]=[CH:21][CH:20]=2)=[C:4]2[C:9](=[CH:10][CH:11]=1)[N:8]([C:12]([CH:14]1[CH2:16][CH2:15]1)=[O:13])[C@@H:7]([CH3:17])[CH2:6][CH2:5]2.C(=O)([O-])[O-].[Cs+].[Cs+].CC1(C)C(C)(C)OB([C:39]2[CH:40]=[N:41][N:42](C(OC(C)(C)C)=O)[CH:43]=2)O1.O1CCOCC1. The catalyst is C1C=CC(P(C2C=CC=CC=2)[C-]2C=CC=C2)=CC=1.C1C=CC(P(C2C=CC=CC=2)[C-]2C=CC=C2)=CC=1.Cl[Pd]Cl.[Fe+2].ClCCl.O. The product is [CH:14]1([C:12]([N:8]2[C:9]3[C:4](=[C:3]([O:18][C:19]4[CH:20]=[CH:21][CH:22]=[CH:23][CH:24]=4)[C:2]([C:39]4[CH:40]=[N:41][NH:42][CH:43]=4)=[CH:11][CH:10]=3)[CH2:5][CH2:6][C@@H:7]2[CH3:17])=[O:13])[CH2:15][CH2:16]1. The yield is 0.520. (9) The reactants are C([N:8](CC1C=CC=CC=1)[C@@H:9]1[C:15](=[O:16])[NH:14][C:13]2[CH:17]=[C:18]([F:21])[CH:19]=[CH:20][C:12]=2[O:11][C@@H:10]1[CH2:22][CH3:23])C1C=CC=CC=1. The catalyst is CO.[Pd]. The product is [NH2:8][C@@H:9]1[C:15](=[O:16])[NH:14][C:13]2[CH:17]=[C:18]([F:21])[CH:19]=[CH:20][C:12]=2[O:11][C@@H:10]1[CH2:22][CH3:23]. The yield is 1.00.